Binary Classification. Given a drug SMILES string, predict its activity (active/inactive) in a high-throughput screening assay against a specified biological target. From a dataset of M1 muscarinic receptor agonist screen with 61,833 compounds. (1) The compound is S(Cc1c2c([nH]c(=O)c1)cccc2)c1oc(nn1)c1occc1. The result is 0 (inactive). (2) The molecule is s1c(CN(C2CC(OCC2)(C)C)C(=O)CC)ccc1. The result is 0 (inactive). (3) The compound is s1c2ncn(C(C(OC3CCCCC3)=O)C)c(=O)c2cc1CC. The result is 0 (inactive). (4) The compound is S(=O)(=O)(N(CC(=O)Nc1cc2OCOc2cc1)C)c1c(OC)ccc(OC)c1. The result is 0 (inactive).